This data is from Catalyst prediction with 721,799 reactions and 888 catalyst types from USPTO. The task is: Predict which catalyst facilitates the given reaction. Product: [F:3][C:4]([F:24])([F:25])[C:5]([C:14]1[CH:15]=[C:16]([CH2:21][CH2:22][CH3:23])[C:17]([OH:20])=[C:18]([I:1])[CH:19]=1)([O:10][CH2:11][O:12][CH3:13])[C:6]([F:8])([F:7])[F:9]. Reactant: [I:1]I.[F:3][C:4]([F:25])([F:24])[C:5]([C:14]1[CH:19]=[CH:18][C:17]([OH:20])=[C:16]([CH2:21][CH2:22][CH3:23])[CH:15]=1)([O:10][CH2:11][O:12][CH3:13])[C:6]([F:9])([F:8])[F:7].S([O-])([O-])(=O)=S.[Na+].[Na+]. The catalyst class is: 17.